From a dataset of HIV replication inhibition screening data with 41,000+ compounds from the AIDS Antiviral Screen. Binary Classification. Given a drug SMILES string, predict its activity (active/inactive) in a high-throughput screening assay against a specified biological target. (1) The drug is O=Nn1cc(-c2cc3ccccc3n2N=O)c2ccccc21. The result is 0 (inactive). (2) The molecule is CCCC(=O)OC1C(C2COC(C)(C)O2)OC2OC(C)(C)OC21. The result is 0 (inactive).